Dataset: Peptide-MHC class I binding affinity with 185,985 pairs from IEDB/IMGT. Task: Regression. Given a peptide amino acid sequence and an MHC pseudo amino acid sequence, predict their binding affinity value. This is MHC class I binding data. (1) The MHC is HLA-B35:01 with pseudo-sequence HLA-B35:01. The peptide sequence is VVPLYDTPL. The binding affinity (normalized) is 0.468. (2) The peptide sequence is NTYLFNILY. The MHC is HLA-A33:01 with pseudo-sequence HLA-A33:01. The binding affinity (normalized) is 0.325. (3) The peptide sequence is KFYGPFVDR. The MHC is HLA-A29:02 with pseudo-sequence HLA-A29:02. The binding affinity (normalized) is 0. (4) The peptide sequence is CFKEASFSK. The MHC is HLA-A03:01 with pseudo-sequence HLA-A03:01. The binding affinity (normalized) is 0.365. (5) The peptide sequence is FSDVSHWWQ. The MHC is HLA-B40:01 with pseudo-sequence HLA-B40:01. The binding affinity (normalized) is 0.0847. (6) The peptide sequence is RILHNFAYSL. The MHC is HLA-B07:02 with pseudo-sequence HLA-B07:02. The binding affinity (normalized) is 0.246. (7) The peptide sequence is KLQWLFAAL. The MHC is HLA-A02:06 with pseudo-sequence HLA-A02:06. The binding affinity (normalized) is 0.936. (8) The peptide sequence is ELLSHVGQA. The MHC is HLA-B27:05 with pseudo-sequence HLA-B27:05. The binding affinity (normalized) is 0.0847. (9) The peptide sequence is SCMGLIYNR. The binding affinity (normalized) is 0.401. The MHC is HLA-A31:01 with pseudo-sequence HLA-A31:01.